This data is from NCI-60 drug combinations with 297,098 pairs across 59 cell lines. The task is: Regression. Given two drug SMILES strings and cell line genomic features, predict the synergy score measuring deviation from expected non-interaction effect. Drug 1: CC(CN1CC(=O)NC(=O)C1)N2CC(=O)NC(=O)C2. Drug 2: CC(C)NC(=O)C1=CC=C(C=C1)CNNC.Cl. Cell line: RXF 393. Synergy scores: CSS=12.9, Synergy_ZIP=-3.38, Synergy_Bliss=1.92, Synergy_Loewe=-0.227, Synergy_HSA=0.545.